Task: Predict the reactants needed to synthesize the given product.. Dataset: Full USPTO retrosynthesis dataset with 1.9M reactions from patents (1976-2016) Given the product [CH3:1][O:2][C:3]1[CH:4]=[C:5]([NH:26][C:34](=[O:36])[CH3:35])[CH:6]=[CH:7][C:8]=1[C:9]1[O:10][C:11]([C:14]2[C:15]([C:20]3[CH:21]=[CH:22][CH:23]=[CH:24][CH:25]=3)=[N:16][O:17][C:18]=2[CH3:19])=[N:12][N:13]=1, predict the reactants needed to synthesize it. The reactants are: [CH3:1][O:2][C:3]1[CH:4]=[C:5]([NH2:26])[CH:6]=[CH:7][C:8]=1[C:9]1[O:10][C:11]([C:14]2[C:15]([C:20]3[CH:25]=[CH:24][CH:23]=[CH:22][CH:21]=3)=[N:16][O:17][C:18]=2[CH3:19])=[N:12][N:13]=1.C(NC(C)C)(C)C.[C:34](Cl)(=[O:36])[CH3:35].